Dataset: Peptide-MHC class I binding affinity with 185,985 pairs from IEDB/IMGT. Task: Regression. Given a peptide amino acid sequence and an MHC pseudo amino acid sequence, predict their binding affinity value. This is MHC class I binding data. (1) The peptide sequence is APRTLVYLL. The MHC is Patr-A0401 with pseudo-sequence Patr-A0401. The binding affinity (normalized) is 0. (2) The peptide sequence is KGGEAQFLV. The MHC is HLA-A02:01 with pseudo-sequence HLA-A02:01. The binding affinity (normalized) is 0.0847. (3) The peptide sequence is GSFRKICGF. The MHC is HLA-A25:01 with pseudo-sequence HLA-A25:01. The binding affinity (normalized) is 0.0847. (4) The binding affinity (normalized) is 0.0847. The peptide sequence is DEQEFFYSQ. The MHC is HLA-A02:19 with pseudo-sequence HLA-A02:19. (5) The peptide sequence is VMELIRMIKR. The MHC is HLA-A11:01 with pseudo-sequence HLA-A11:01. The binding affinity (normalized) is 0.0804.